Dataset: Forward reaction prediction with 1.9M reactions from USPTO patents (1976-2016). Task: Predict the product of the given reaction. (1) Given the reactants [Cl:1][C:2]1[CH:11]=[C:10]([CH2:12][CH2:13][C:14]2([CH:22]3[CH2:26][CH2:25][CH2:24][CH2:23]3)[CH2:19][C:18](=[O:20])[CH2:17][C:16](=[O:21])[O:15]2)[CH:9]=[CH:8][C:3]=1[C:4]([O:6]C)=[O:5].C1(C2(CCC3C=CC(C(OC)=O)=C(F)C=3)CC(=O)CC(=O)O2)CCCC1, predict the reaction product. The product is: [Cl:1][C:2]1[CH:11]=[C:10]([CH2:12][CH2:13][C:14]2([CH:22]3[CH2:26][CH2:25][CH2:24][CH2:23]3)[CH2:19][C:18](=[O:20])[CH2:17][C:16](=[O:21])[O:15]2)[CH:9]=[CH:8][C:3]=1[C:4]([OH:6])=[O:5]. (2) Given the reactants [C:1]1([CH3:7])[CH:6]=[CH:5][CH:4]=[CH:3][CH:2]=1.[C:8](O)(=O)[C:9](O)=O.[C:14](=[O:17])(O)[O-].[Na+], predict the reaction product. The product is: [CH:3](=[C:9]1[CH2:8][CH2:7][CH:1]([CH2:6][CH2:5][CH2:4][CH2:3][CH3:2])[C:14]1=[O:17])[CH2:2][CH2:1][CH2:6][CH3:5]. (3) Given the reactants [CH:1]1([N:13]2[CH2:18][CH2:17][CH:16]([N:19]3[C:23]4[CH:24]=[CH:25][CH:26]=[CH:27][C:22]=4[N:21]([CH2:28][C:29](O)=[O:30])[C:20]3=[O:32])[CH2:15][CH2:14]2)[C:11]2=[C:12]3[C:7](=[CH:8][CH:9]=[CH:10]2)[CH:6]=[CH:5][CH:4]=[C:3]3[CH2:2]1.[CH3:33][N:34]1[CH2:39][CH2:38][NH:37][CH2:36][CH2:35]1.CCN=C=NCCCN(C)C.[ClH:51].C1C=CC2N(O)N=NC=2C=1.C(N(CC)CC)C, predict the reaction product. The product is: [ClH:51].[ClH:51].[CH:1]1([N:13]2[CH2:14][CH2:15][CH:16]([N:19]3[C:23]4[CH:24]=[CH:25][CH:26]=[CH:27][C:22]=4[N:21]([CH2:28][C:29]([N:37]4[CH2:38][CH2:39][N:34]([CH3:33])[CH2:35][CH2:36]4)=[O:30])[C:20]3=[O:32])[CH2:17][CH2:18]2)[C:11]2=[C:12]3[C:7](=[CH:8][CH:9]=[CH:10]2)[CH:6]=[CH:5][CH:4]=[C:3]3[CH2:2]1. (4) The product is: [CH2:1]([O:3][C:4](=[O:20])[C:5]([CH3:7])([O:8][C:9]1[CH:18]=[C:17]([O:19][CH2:28][C:27]2[C:22]([CH3:21])=[N:23][C:24]([C:30]3[CH:31]=[CH:32][C:33]([C:36]([F:39])([F:37])[F:38])=[CH:34][CH:35]=3)=[CH:25][CH:26]=2)[C:16]2[C:11](=[CH:12][CH:13]=[CH:14][CH:15]=2)[CH:10]=1)[CH3:6])[CH3:2]. Given the reactants [CH2:1]([O:3][C:4](=[O:20])[C:5]([O:8][C:9]1[CH:18]=[C:17]([OH:19])[C:16]2[C:11](=[CH:12][CH:13]=[CH:14][CH:15]=2)[CH:10]=1)([CH3:7])[CH3:6])[CH3:2].[CH3:21][C:22]1[C:27]([CH2:28]O)=[CH:26][CH:25]=[C:24]([C:30]2[CH:35]=[CH:34][C:33]([C:36]([F:39])([F:38])[F:37])=[CH:32][CH:31]=2)[N:23]=1, predict the reaction product. (5) The product is: [NH2:11][CH:12]([C:14]1[C:15]([O:33][CH3:34])=[C:16]([CH:22]2[CH2:25][N:24]([C:26]([O:28][C:29]([CH3:31])([CH3:30])[CH3:32])=[O:27])[CH2:23]2)[C:17]([Cl:21])=[C:18]([Cl:20])[CH:19]=1)[CH3:13]. Given the reactants C(OC([NH:11][CH:12]([C:14]1[C:15]([O:33][CH3:34])=[C:16]([CH:22]2[CH2:25][N:24]([C:26]([O:28][C:29]([CH3:32])([CH3:31])[CH3:30])=[O:27])[CH2:23]2)[C:17]([Cl:21])=[C:18]([Cl:20])[CH:19]=1)[CH3:13])=O)C1C=CC=CC=1.O.[H][H], predict the reaction product. (6) Given the reactants C(O)(=O)C.[NH2:5][C:6]1[CH:7]=[CH:8][C:9]([N:13]2[CH2:18][CH2:17][CH2:16][C@@H:15]([C:19]([O:21][CH2:22][CH3:23])=[O:20])[CH2:14]2)=[N:10][C:11]=1[NH2:12].[Cl:24][C:25]1[CH:26]=[N:27][N:28]([C:30]2([C:33](=N)OCC)[CH2:32][CH2:31]2)[CH:29]=1.C(N(CC)CC)C, predict the reaction product. The product is: [Cl:24][C:25]1[CH:26]=[N:27][N:28]([C:30]2([C:33]3[NH:12][C:11]4=[N:10][C:9]([N:13]5[CH2:18][CH2:17][CH2:16][C@@H:15]([C:19]([O:21][CH2:22][CH3:23])=[O:20])[CH2:14]5)=[CH:8][CH:7]=[C:6]4[N:5]=3)[CH2:32][CH2:31]2)[CH:29]=1. (7) Given the reactants Br[C:2]1[CH:25]=[CH:24][C:5]([CH2:6][N:7]2[CH:12]=[C:11]3[N:13]=[C:14]([C:16]4[CH:21]=[CH:20][CH:19]=[C:18]([F:22])[C:17]=4[F:23])[N:15]=[C:10]3[CH:9]=[N:8]2)=[CH:4][C:3]=1[N+:26]([O-:28])=[O:27].[CH2:29]([O:32][C:33]1[CH:38]=[CH:37][C:36](B(O)O)=[CH:35][CH:34]=1)[CH2:30][CH3:31], predict the reaction product. The product is: [F:23][C:17]1[C:18]([F:22])=[CH:19][CH:20]=[CH:21][C:16]=1[C:14]1[N:15]=[C:10]2[CH:9]=[N:8][N:7]([CH2:6][C:5]3[CH:24]=[CH:25][C:2]([C:36]4[CH:37]=[CH:38][C:33]([O:32][CH2:29][CH2:30][CH3:31])=[CH:34][CH:35]=4)=[C:3]([N+:26]([O-:28])=[O:27])[CH:4]=3)[CH:12]=[C:11]2[N:13]=1. (8) Given the reactants [Cl:1][C:2]1[N:10]=[C:9](Cl)[C:8]([F:12])=[CH:7][C:3]=1[C:4]([NH2:6])=[O:5].C([O-])(=O)C.[K+].CCOC(C)=O.[H][H], predict the reaction product. The product is: [Cl:1][C:2]1[N:10]=[CH:9][C:8]([F:12])=[CH:7][C:3]=1[C:4]([NH2:6])=[O:5]. (9) Given the reactants [C:1]([C:5]1[CH:9]=[C:8]([NH:10][C:11]([NH:13][C:14]2[C:23]3[C:18](=[CH:19][CH:20]=[CH:21][CH:22]=3)[C:17]([O:24][C:25]3[CH:30]=[CH:29][N:28]=[C:27](Cl)[N:26]=3)=[CH:16][CH:15]=2)=[O:12])[N:7]([C:32]2[CH:37]=[CH:36][C:35]([CH3:38])=[CH:34][CH:33]=2)[N:6]=1)([CH3:4])([CH3:3])[CH3:2].[CH3:39][O:40][C:41]1[CH:42]=[C:43]([CH:45]=[C:46]([O:48][CH2:49][CH2:50][O:51][CH2:52][CH2:53][O:54][CH3:55])[CH:47]=1)[NH2:44], predict the reaction product. The product is: [C:1]([C:5]1[CH:9]=[C:8]([NH:10][C:11]([NH:13][C:14]2[C:23]3[C:18](=[CH:19][CH:20]=[CH:21][CH:22]=3)[C:17]([O:24][C:25]3[CH:30]=[CH:29][N:28]=[C:27]([NH:44][C:43]4[CH:45]=[C:46]([O:48][CH2:49][CH2:50][O:51][CH2:52][CH2:53][O:54][CH3:55])[CH:47]=[C:41]([O:40][CH3:39])[CH:42]=4)[N:26]=3)=[CH:16][CH:15]=2)=[O:12])[N:7]([C:32]2[CH:37]=[CH:36][C:35]([CH3:38])=[CH:34][CH:33]=2)[N:6]=1)([CH3:4])([CH3:3])[CH3:2]. (10) Given the reactants [CH2:1]([C@@H:8]1[CH2:12][O:11][C:10](=[O:13])[N:9]1[C:14](=[O:26])[CH2:15][C:16]1[CH:21]=[C:20]([O:22][CH3:23])[CH:19]=[C:18]([O:24][CH3:25])[CH:17]=1)[C:2]1[CH:7]=[CH:6][CH:5]=[CH:4][CH:3]=1.IC.[CH3:29]CCCCC, predict the reaction product. The product is: [CH2:1]([C@@H:8]1[CH2:12][O:11][C:10](=[O:13])[N:9]1[C:14](=[O:26])[C@@H:15]([C:16]1[CH:21]=[C:20]([O:22][CH3:23])[CH:19]=[C:18]([O:24][CH3:25])[CH:17]=1)[CH3:29])[C:2]1[CH:3]=[CH:4][CH:5]=[CH:6][CH:7]=1.